Dataset: Reaction yield outcomes from USPTO patents with 853,638 reactions. Task: Predict the reaction yield, written as a fraction of the theoretical maximum amount of product (1.0 means a 100% yield; for example, 0.34 means a 34% yield). (1) The reactants are [CH2:1]([N:3]([CH2:29][CH3:30])[CH2:4][CH2:5][CH2:6][N:7]([CH3:28])[C:8]([NH:10][C:11]1[CH:16]=[C:15]([O:17][C:18]2[CH:23]=[CH:22][C:21]([N+:24]([O-])=O)=[CH:20][C:19]=2[F:27])[CH:14]=[CH:13][N:12]=1)=[O:9])[CH3:2].O1CCCC1. The catalyst is CO.[C].[Pd]. The product is [CH2:29]([N:3]([CH2:1][CH3:2])[CH2:4][CH2:5][CH2:6][N:7]([CH3:28])[C:8]([NH:10][C:11]1[CH:16]=[C:15]([O:17][C:18]2[CH:23]=[CH:22][C:21]([NH2:24])=[CH:20][C:19]=2[F:27])[CH:14]=[CH:13][N:12]=1)=[O:9])[CH3:30]. The yield is 0.856. (2) The catalyst is ClCCl. The product is [NH2:24][CH:21]1[CH2:22][CH2:23][N:18]([C:16]2[C:15]3[C:10](=[CH:11][C:12]([CH3:32])=[CH:13][CH:14]=3)[N:9]=[C:8]([C:3]3[CH:4]=[CH:5][CH:6]=[CH:7][C:2]=3[OH:1])[N:17]=2)[CH2:19][CH2:20]1. The reactants are [OH:1][C:2]1[CH:7]=[CH:6][CH:5]=[CH:4][C:3]=1[C:8]1[N:17]=[C:16]([N:18]2[CH2:23][CH2:22][CH:21]([NH:24]C(=O)OC(C)(C)C)[CH2:20][CH2:19]2)[C:15]2[C:10](=[CH:11][C:12]([CH3:32])=[CH:13][CH:14]=2)[N:9]=1.FC(F)(F)C(O)=O. The yield is 0.970. (3) The reactants are [OH:1][C:2]1[CH:7]=[CH:6][C:5]([C:8]2[N:12]([CH2:13][C:14]3[CH:19]=[CH:18][C:17]([C:20]([N:22]4[CH2:26][CH2:25][CH2:24][CH2:23]4)=[O:21])=[CH:16][CH:15]=3)[N:11]=[CH:10][CH:9]=2)=[CH:4][CH:3]=1.Br[CH2:28][CH:29]1[CH2:31][O:30]1.C([O-])([O-])=O.[K+].[K+]. The catalyst is CC(=O)CC. The product is [O:30]1[CH2:31][CH:29]1[CH2:28][O:1][C:2]1[CH:7]=[CH:6][C:5]([C:8]2[N:12]([CH2:13][C:14]3[CH:19]=[CH:18][C:17]([C:20]([N:22]4[CH2:26][CH2:25][CH2:24][CH2:23]4)=[O:21])=[CH:16][CH:15]=3)[N:11]=[CH:10][CH:9]=2)=[CH:4][CH:3]=1. The yield is 0.980. (4) The reactants are C(O[BH-](OC(=O)C)OC(=O)C)(=O)C.[Na+].[CH3:15][O:16][C:17](=[O:41])[C@@H:18]([NH:22][C:23](=[O:40])[C:24]1[CH:29]=[CH:28][C:27]([C:30]#[C:31][C:32]2[CH:37]=[CH:36][C:35]([CH:38]=O)=[CH:34][CH:33]=2)=[CH:26][CH:25]=1)[C@H:19]([OH:21])[CH3:20].[NH:42]1[CH2:47][CH2:46][O:45][CH2:44][CH2:43]1.C(Cl)Cl.CO. The catalyst is C1COCC1. The product is [CH3:15][O:16][C:17](=[O:41])[C@@H:18]([NH:22][C:23](=[O:40])[C:24]1[CH:29]=[CH:28][C:27]([C:30]#[C:31][C:32]2[CH:37]=[CH:36][C:35]([CH2:38][N:42]3[CH2:47][CH2:46][O:45][CH2:44][CH2:43]3)=[CH:34][CH:33]=2)=[CH:26][CH:25]=1)[C@H:19]([OH:21])[CH3:20]. The yield is 0.860. (5) The reactants are [CH3:1][O:2][C:3]1[CH:8]=[C:7]([O:9][CH3:10])[N:6]=[C:5]([CH2:11][C:12](=O)[CH3:13])[N:4]=1.[C:15]1([NH:21]N)[CH:20]=[CH:19][CH:18]=[CH:17][CH:16]=1.C(OCC)(=O)C.O. The catalyst is C1(C)C=CC=CC=1.[Cl-].[Zn+2].[Cl-]. The product is [CH3:1][O:2][C:3]1[CH:8]=[C:7]([O:9][CH3:10])[N:6]=[C:5]([C:11]2[C:20]3[C:15](=[CH:16][CH:17]=[CH:18][CH:19]=3)[NH:21][C:12]=2[CH3:13])[N:4]=1. The yield is 0.620.